Dataset: Reaction yield outcomes from USPTO patents with 853,638 reactions. Task: Predict the reaction yield, written as a fraction of the theoretical maximum amount of product (1.0 means a 100% yield; for example, 0.34 means a 34% yield). The reactants are CC1ON=C(C2C=CC=CC=2)C=1C1N=C2C=CC(C(O)=O)=CN2C=1.C(OC(=O)[NH:31][C:32]1[CH:33]=[CH:34][C:35]2[N:36]([CH:38]=[C:39]([C:41]3[C:42]([C:47]4[CH:52]=[CH:51][CH:50]=[CH:49][CH:48]=4)=[N:43][O:44][C:45]=3[CH3:46])[N:40]=2)[CH:37]=1)(C)(C)C. No catalyst specified. The product is [CH3:46][C:45]1[O:44][N:43]=[C:42]([C:47]2[CH:48]=[CH:49][CH:50]=[CH:51][CH:52]=2)[C:41]=1[C:39]1[N:40]=[C:35]2[CH:34]=[CH:33][C:32]([NH2:31])=[CH:37][N:36]2[CH:38]=1. The yield is 0.780.